This data is from Full USPTO retrosynthesis dataset with 1.9M reactions from patents (1976-2016). The task is: Predict the reactants needed to synthesize the given product. Given the product [F:13][C:14]([F:24])([F:25])[O:15][C:16]1[CH:21]=[CH:20][CH:19]=[CH:18][C:17]=1[CH2:22][NH:23][C:2]([NH:1][C:4]1[CH:12]=[CH:11][C:7]2[NH:8][CH:9]=[N:10][C:6]=2[CH:5]=1)=[S:3], predict the reactants needed to synthesize it. The reactants are: [N:1]([C:4]1[CH:12]=[CH:11][C:7]2[NH:8][CH:9]=[N:10][C:6]=2[CH:5]=1)=[C:2]=[S:3].[F:13][C:14]([F:25])([F:24])[O:15][C:16]1[CH:21]=[CH:20][CH:19]=[CH:18][C:17]=1[CH2:22][NH2:23].